From a dataset of Forward reaction prediction with 1.9M reactions from USPTO patents (1976-2016). Predict the product of the given reaction. (1) Given the reactants [C:1]([C:3]1[CH:48]=[CH:47][C:6]2[N:7](COCC[Si](C)(C)C)[C:8]([CH:10]([C:18]3[C:26]([CH3:27])=[CH:25][C:24]([CH3:28])=[C:23]4[C:19]=3[CH:20]=[CH:21][N:22]4S(C3C=CC(C)=CC=3)(=O)=O)[NH:11]C(=O)C(F)(F)F)=[N:9][C:5]=2[CH:4]=1)#[N:2].C(C1C=CC2N=C(C(C3C(C)=CC(C)=C4C=3C=CN4S(C3C=CC(C)=CC=3)(=O)=O)NC(=O)C(F)(F)F)N(COCC[Si](C)(C)C)C=2C=1)#N, predict the reaction product. The product is: [NH2:11][CH:10]([C:18]1[C:26]([CH3:27])=[CH:25][C:24]([CH3:28])=[C:23]2[C:19]=1[CH:20]=[CH:21][NH:22]2)[C:8]1[NH:7][C:6]2[CH:47]=[CH:48][C:3]([C:1]#[N:2])=[CH:4][C:5]=2[N:9]=1. (2) Given the reactants [Cl:1][C:2]1[CH:3]=[C:4]2[C:13](=[CH:14][CH:15]=1)[C:12](Cl)=[C:11]1[C:6]([CH:7]=[CH:8][C:9]([O:17][CH3:18])=[CH:10]1)=[N:5]2.[CH:19]1([CH2:22][N:23]([CH3:29])[CH2:24][CH2:25][CH2:26][CH2:27][NH2:28])[CH2:21][CH2:20]1, predict the reaction product. The product is: [Cl:1][C:2]1[CH:3]=[C:4]2[C:13](=[CH:14][CH:15]=1)[C:12]([NH:28][CH2:27][CH2:26][CH2:25][CH2:24][N:23]([CH2:22][CH:19]1[CH2:21][CH2:20]1)[CH3:29])=[C:11]1[C:6]([CH:7]=[CH:8][C:9]([O:17][CH3:18])=[CH:10]1)=[N:5]2. (3) Given the reactants [OH:1][C:2]1[CH:3]=[C:4]([CH:32]=[CH:33][CH:34]=1)[C:5]([NH:7][N:8]([C:12](=[O:31])/[CH:13]=[CH:14]/[C:15]1[C:23]2[C:18](=[CH:19][CH:20]=[CH:21][CH:22]=2)[N:17]([C:24]([O:26][C:27]([CH3:30])([CH3:29])[CH3:28])=[O:25])[CH:16]=1)[CH:9]([CH3:11])[CH3:10])=[O:6].[C:35]([O-])([O-])=O.[K+].[K+].IC, predict the reaction product. The product is: [CH:9]([N:8]([C:12](=[O:31])/[CH:13]=[CH:14]/[C:15]1[C:23]2[C:18](=[CH:19][CH:20]=[CH:21][CH:22]=2)[N:17]([C:24]([O:26][C:27]([CH3:29])([CH3:28])[CH3:30])=[O:25])[CH:16]=1)[NH:7][C:5](=[O:6])[C:4]1[CH:32]=[CH:33][CH:34]=[C:2]([O:1][CH3:35])[CH:3]=1)([CH3:11])[CH3:10]. (4) Given the reactants [CH3:1][S:2](Cl)(=[O:4])=[O:3].[F:6][C:7]1[CH:12]=[CH:11][CH:10]=[C:9]([F:13])[C:8]=1[CH2:14][CH2:15][OH:16].C(N(CC)CC)C, predict the reaction product. The product is: [F:6][C:7]1[CH:12]=[CH:11][CH:10]=[C:9]([F:13])[C:8]=1[CH2:14][CH2:15][O:16][S:2]([CH3:1])(=[O:4])=[O:3]. (5) Given the reactants [C:1]([C:3]1[CH:4]=[CH:5][C:6]([N:12]2[N:16]=[CH:15][CH:14]=[N:13]2)=[C:7]([CH:11]=1)[C:8]([OH:10])=O)#[N:2].[CH3:17][C@@H:18]1[CH2:23][CH2:22][CH2:21][NH:20][C@@H:19]1[CH2:24][N:25]1[C:33](=O)C2C(=CC=CC=2)C1=O.FC1[N:42]=[CH:41][C:40]([C:43]([F:46])([F:45])[F:44])=[CH:39][N:38]=1, predict the reaction product. The product is: [CH3:17][C@@H:18]1[CH2:23][CH2:22][CH2:21][N:20]([C:8]([C:7]2[CH:11]=[C:3]([CH:4]=[CH:5][C:6]=2[N:12]2[N:16]=[CH:15][CH:14]=[N:13]2)[C:1]#[N:2])=[O:10])[C@@H:19]1[CH2:24][NH:25][C:33]1[N:42]=[CH:41][C:40]([C:43]([F:46])([F:45])[F:44])=[CH:39][N:38]=1. (6) Given the reactants [C:1]1([C:7]([C:9]2[NH:10][C:11]([C:14]3[CH:19]=[CH:18][CH:17]=[CH:16][CH:15]=3)=[CH:12][CH:13]=2)=O)[CH:6]=[CH:5][CH:4]=[CH:3][CH:2]=1.[BH4-].[Na+].O, predict the reaction product. The product is: [CH2:7]([C:9]1[NH:10][C:11]([C:14]2[CH:19]=[CH:18][CH:17]=[CH:16][CH:15]=2)=[CH:12][CH:13]=1)[C:1]1[CH:2]=[CH:3][CH:4]=[CH:5][CH:6]=1. (7) Given the reactants [Br:1][C:2]1[CH:7]=[C:6]([Cl:8])[C:5]([OH:9])=[C:4]([Cl:10])[CH:3]=1.F[C:12]1[CH:17]=[CH:16][C:15]([N+:18]([O-:20])=[O:19])=[CH:14][CH:13]=1.C(=O)([O-])[O-].[K+].[K+], predict the reaction product. The product is: [Br:1][C:2]1[CH:7]=[C:6]([Cl:8])[C:5]([O:9][C:12]2[CH:17]=[CH:16][C:15]([N+:18]([O-:20])=[O:19])=[CH:14][CH:13]=2)=[C:4]([Cl:10])[CH:3]=1. (8) Given the reactants [CH3:1][C:2]1[N:6]2[C:7]3[CH:8]=[CH:9][C:10]([Cl:23])=[CH:11][C:12]=3[C:13]([C:16]3[CH:17]=[CH:18][CH:19]=[CH:20][C:21]=3[F:22])=[N:14][CH2:15][C:5]2=[CH:4][N:3]=1.C1N=C(N)C2N=CN([C@@H]3[O:37][C@H](COP(OP(OC[C@H]4O[C@@H](N5C=C(C(N)=O)CC=C5)[C@H](O)[C@@H]4O)(O)=O)(O)=O)[C@@H](O)[C@H]3OP(O)(O)=O)C=2N=1.P([O-])([O-])([O-])=O, predict the reaction product. The product is: [CH2:15]1[N:14]=[C:13]([C:16]2[C:21]([F:22])=[CH:20][CH:19]=[CH:18][CH:17]=2)[C:12]2[CH:11]=[C:10]([Cl:23])[CH:9]=[CH:8][C:7]=2[N:6]2[C:5]1=[CH:4][N:3]=[C:2]2[CH2:1][OH:37]. (9) The product is: [OH:24][C:25]1[CH:30]=[C:29]([OH:31])[CH:28]=[CH:27][C:26]=1[C@@H:39]1[CH2:40][CH2:41][C@H:42]([NH:45][C:8]([NH:7][C:1]2[CH:6]=[CH:5][CH:4]=[CH:3][CH:2]=2)=[O:9])[CH2:43][CH2:44]1. Given the reactants [C:1]1([N:7]=[C:8]=[O:9])[CH:6]=[CH:5][CH:4]=[CH:3][CH:2]=1.C(N(CC)CC)C.[Si]([O:24][C:25]1[CH:30]=[C:29]([O:31][Si](C(C)(C)C)(C)C)[CH:28]=[CH:27][C:26]=1[C@@H:39]1[CH2:44][CH2:43][C@H:42]([NH2:45])[CH2:41][CH2:40]1)(C(C)(C)C)(C)C, predict the reaction product. (10) Given the reactants Br[C:2]1[CH:3]=[N:4][CH:5]=[C:6]([Br:9])[C:7]=1[CH3:8].C([Li])CCC.[CH:15](=[O:17])[CH3:16].C(=O)=O, predict the reaction product. The product is: [Br:9][C:6]1[C:7]([CH3:8])=[C:2]([CH:15]([OH:17])[CH3:16])[CH:3]=[N:4][CH:5]=1.